From a dataset of Catalyst prediction with 721,799 reactions and 888 catalyst types from USPTO. Predict which catalyst facilitates the given reaction. (1) Reactant: Br[CH2:2][C:3]1[CH:11]=[CH:10][C:6]2[S:7][CH:8]=[CH:9][C:5]=2[CH:4]=1.[NH3:12]. Product: [S:7]1[CH:8]=[CH:9][C:5]2[CH:4]=[C:3]([CH2:2][NH2:12])[CH:11]=[CH:10][C:6]1=2. The catalyst class is: 3. (2) Reactant: O.[NH2:2][NH2:3].[Cl:4][C:5]1[CH:10]=[CH:9][C:8]([NH:11][C:12](=[O:19])/[CH:13]=[CH:14]/[C:15](OC)=[O:16])=[C:7]([C:20](=[O:27])[NH:21][CH:22]([CH:24]2[CH2:26][CH2:25]2)[CH3:23])[CH:6]=1. Product: [Cl:4][C:5]1[CH:10]=[CH:9][C:8]([NH:11][C:12]([CH:13]2[CH2:14][C:15](=[O:16])[NH:3][NH:2]2)=[O:19])=[C:7]([C:20](=[O:27])[NH:21][CH:22]([CH:24]2[CH2:26][CH2:25]2)[CH3:23])[CH:6]=1. The catalyst class is: 8. (3) Reactant: [CH3:1][C:2]1[CH:3]=[C:4]2[C:9](=O)[NH:8][C:6](=O)[C:5]2=[CH:11][CH:12]=1.CSC.B. Product: [CH3:1][C:2]1[CH:3]=[C:4]2[C:5](=[CH:11][CH:12]=1)[CH2:6][NH:8][CH2:9]2. The catalyst class is: 1.